Dataset: Reaction yield outcomes from USPTO patents with 853,638 reactions. Task: Predict the reaction yield, written as a fraction of the theoretical maximum amount of product (1.0 means a 100% yield; for example, 0.34 means a 34% yield). (1) The reactants are [Cl:1][C:2]1[CH:3]=[C:4]([NH:9][C:10]2[C:19]3[C:14](=[CH:15][C:16]([O:23][CH2:24][CH2:25][CH2:26][O:27][Si](C(C)(C)C)(C)C)=[C:17]([N+:20]([O-:22])=[O:21])[CH:18]=3)[N:13]=[CH:12][N:11]=2)[CH:5]=[CH:6][C:7]=1[F:8].[F-].C([N+](CCCC)(CCCC)CCCC)CCC.C(Cl)Cl.CO. The catalyst is O1CCCC1. The product is [Cl:1][C:2]1[CH:3]=[C:4]([NH:9][C:10]2[C:19]3[C:14](=[CH:15][C:16]([O:23][CH2:24][CH2:25][CH2:26][OH:27])=[C:17]([N+:20]([O-:22])=[O:21])[CH:18]=3)[N:13]=[CH:12][N:11]=2)[CH:5]=[CH:6][C:7]=1[F:8]. The yield is 0.940. (2) The reactants are Cl[C:2]1[N:10]=[C:9]2[C:5]([NH:6][CH:7]([CH2:12][N:13]3[CH2:18][CH2:17][CH:16]([N:19]([CH3:21])[CH3:20])[CH2:15][CH2:14]3)[N:8]2[CH3:11])=[C:4]([N:22]2[CH2:27][CH2:26][O:25][CH2:24][CH2:23]2)[N:3]=1.[CH2:28]([C:30]1[NH:34][C:33]2[CH:35]=[CH:36][CH:37]=[CH:38][C:32]=2[N:31]=1)[CH3:29].CC(C1C=C(C(C)C)C(C2C=CC=CC=2P(C2CCCCC2)C2CCCCC2)=C(C(C)C)C=1)C.C(=O)([O-])[O-].[Cs+].[Cs+].CN(C)C=O. The catalyst is C1C=CC(/C=C/C(/C=C/C2C=CC=CC=2)=O)=CC=1.C1C=CC(/C=C/C(/C=C/C2C=CC=CC=2)=O)=CC=1.C1C=CC(/C=C/C(/C=C/C2C=CC=CC=2)=O)=CC=1.[Pd].[Pd]. The product is [CH2:28]([C:30]1[N:31]([C:2]2[N:10]=[C:9]3[C:5]([N:6]=[C:7]([CH2:12][N:13]4[CH2:14][CH2:15][CH:16]([N:19]([CH3:21])[CH3:20])[CH2:17][CH2:18]4)[N:8]3[CH3:11])=[C:4]([N:22]3[CH2:23][CH2:24][O:25][CH2:26][CH2:27]3)[N:3]=2)[C:32]2[CH:38]=[CH:37][CH:36]=[CH:35][C:33]=2[N:34]=1)[CH3:29]. The yield is 0.470. (3) The reactants are [CH2:1]([N:5]1[C:14](=[O:15])[C:13]2[NH:12][CH:11]=[N:10][C:9]=2[N:8]([CH2:16][CH2:17][CH2:18][CH3:19])[C:6]1=[O:7])[CH2:2][CH2:3][CH3:4].C1C(=O)N([I:27])C(=O)C1. The catalyst is CN(C=O)C. The product is [CH2:1]([N:5]1[C:14](=[O:15])[C:13]2[NH:12][C:11]([I:27])=[N:10][C:9]=2[N:8]([CH2:16][CH2:17][CH2:18][CH3:19])[C:6]1=[O:7])[CH2:2][CH2:3][CH3:4]. The yield is 0.510. (4) The yield is 0.580. The reactants are C(=O)([O-])[O-].Br[C:6]1[CH:15]=[CH:14][C:13]2[C:8](=[CH:9][CH:10]=[C:11]([Br:16])[CH:12]=2)[CH:7]=1.[C:17]1([C:23]2[C:37]3[C:36]4[C:38]5[C:32]([CH:33]=[CH:34][CH:35]=4)=[C:31](B(O)O)[CH:30]=[CH:29][C:28]=5[C:27]=3[C:26]([C:42]3[CH:47]=[CH:46][CH:45]=[CH:44][CH:43]=3)=[C:25]3[CH:48]=[CH:49][CH:50]=[CH:51][C:24]=23)[CH:22]=[CH:21][CH:20]=[CH:19][CH:18]=1.C1(C)C=CC=CC=1. The product is [Br:16][C:11]1[CH:12]=[C:13]2[C:8](=[CH:9][CH:10]=1)[CH:7]=[C:6]([C:31]1[CH:30]=[CH:29][C:28]3=[C:38]4[C:32]=1[CH:33]=[CH:34][CH:35]=[C:36]4[C:37]1[C:23]([C:17]4[CH:18]=[CH:19][CH:20]=[CH:21][CH:22]=4)=[C:24]4[CH:51]=[CH:50][CH:49]=[CH:48][C:25]4=[C:26]([C:42]4[CH:47]=[CH:46][CH:45]=[CH:44][CH:43]=4)[C:27]=13)[CH:15]=[CH:14]2. The catalyst is C1(P([Pd](P(C2C=CC=CC=2)(C2C=CC=CC=2)C2C=CC=CC=2)(P(C2C=CC=CC=2)(C2C=CC=CC=2)C2C=CC=CC=2)P(C2C=CC=CC=2)(C2C=CC=CC=2)C2C=CC=CC=2)(C2C=CC=CC=2)C2C=CC=CC=2)C=CC=CC=1.CO.C(COC)OC. (5) The reactants are [Cl:1][C:2]1[C:3]([O:12][C:13]2[CH:18]=[C:17]([O:19][CH2:20][CH2:21][O:22][CH3:23])[CH:16]=[CH:15][C:14]=2[CH2:24][OH:25])=[N:4][CH:5]=[C:6]([C:8]([F:11])([F:10])[F:9])[CH:7]=1.Cl[S:27]([N:30]=[C:31]=[O:32])(=[O:29])=[O:28].[NH:33]1[CH2:38][CH2:37][O:36][CH2:35][CH2:34]1.Cl. The catalyst is C1(C)C=CC=CC=1.C(OCC)(=O)C.N1C=CC=CC=1. The product is [N:33]1([S:27]([NH:30][C:31](=[O:32])[O:25][CH2:24][C:14]2[CH:15]=[CH:16][C:17]([O:19][CH2:20][CH2:21][O:22][CH3:23])=[CH:18][C:13]=2[O:12][C:3]2[C:2]([Cl:1])=[CH:7][C:6]([C:8]([F:9])([F:11])[F:10])=[CH:5][N:4]=2)(=[O:29])=[O:28])[CH2:38][CH2:37][O:36][CH2:35][CH2:34]1. The yield is 0.0800.